Dataset: NCI-60 drug combinations with 297,098 pairs across 59 cell lines. Task: Regression. Given two drug SMILES strings and cell line genomic features, predict the synergy score measuring deviation from expected non-interaction effect. (1) Drug 1: CC1=C(C=C(C=C1)NC2=NC=CC(=N2)N(C)C3=CC4=NN(C(=C4C=C3)C)C)S(=O)(=O)N.Cl. Drug 2: C1=CN(C=N1)CC(O)(P(=O)(O)O)P(=O)(O)O. Cell line: LOX IMVI. Synergy scores: CSS=4.19, Synergy_ZIP=-2.23, Synergy_Bliss=-0.685, Synergy_Loewe=2.54, Synergy_HSA=0.913. (2) Synergy scores: CSS=0.0355, Synergy_ZIP=0.786, Synergy_Bliss=-0.948, Synergy_Loewe=0.173, Synergy_HSA=-2.99. Drug 1: CC1=C(C=C(C=C1)C(=O)NC2=CC(=CC(=C2)C(F)(F)F)N3C=C(N=C3)C)NC4=NC=CC(=N4)C5=CN=CC=C5. Cell line: NCI-H226. Drug 2: C1=CN(C=N1)CC(O)(P(=O)(O)O)P(=O)(O)O. (3) Drug 1: C1CCN(CC1)CCOC2=CC=C(C=C2)C(=O)C3=C(SC4=C3C=CC(=C4)O)C5=CC=C(C=C5)O. Drug 2: CN(C)N=NC1=C(NC=N1)C(=O)N. Cell line: SF-268. Synergy scores: CSS=-8.37, Synergy_ZIP=2.73, Synergy_Bliss=-2.38, Synergy_Loewe=-8.14, Synergy_HSA=-8.34. (4) Drug 1: CC1=C(C(=CC=C1)Cl)NC(=O)C2=CN=C(S2)NC3=CC(=NC(=N3)C)N4CCN(CC4)CCO. Drug 2: CS(=O)(=O)OCCCCOS(=O)(=O)C. Cell line: KM12. Synergy scores: CSS=-1.01, Synergy_ZIP=2.94, Synergy_Bliss=2.72, Synergy_Loewe=-2.22, Synergy_HSA=-4.13. (5) Drug 1: C1CCC(CC1)NC(=O)N(CCCl)N=O. Drug 2: CC(C)(C#N)C1=CC(=CC(=C1)CN2C=NC=N2)C(C)(C)C#N. Cell line: MALME-3M. Synergy scores: CSS=-1.23, Synergy_ZIP=-3.01, Synergy_Bliss=-6.29, Synergy_Loewe=-8.24, Synergy_HSA=-8.33. (6) Drug 1: CC1OCC2C(O1)C(C(C(O2)OC3C4COC(=O)C4C(C5=CC6=C(C=C35)OCO6)C7=CC(=C(C(=C7)OC)O)OC)O)O. Drug 2: C1=NNC2=C1C(=O)NC=N2. Cell line: HL-60(TB). Synergy scores: CSS=73.5, Synergy_ZIP=6.56, Synergy_Bliss=7.92, Synergy_Loewe=-12.2, Synergy_HSA=5.59. (7) Drug 1: CN(C)C1=NC(=NC(=N1)N(C)C)N(C)C. Drug 2: CCC1(CC2CC(C3=C(CCN(C2)C1)C4=CC=CC=C4N3)(C5=C(C=C6C(=C5)C78CCN9C7C(C=CC9)(C(C(C8N6C)(C(=O)OC)O)OC(=O)C)CC)OC)C(=O)OC)O.OS(=O)(=O)O. Cell line: HS 578T. Synergy scores: CSS=2.57, Synergy_ZIP=4.50, Synergy_Bliss=1.03, Synergy_Loewe=-56.9, Synergy_HSA=-4.30. (8) Drug 1: C1=CN(C=N1)CC(O)(P(=O)(O)O)P(=O)(O)O. Drug 2: CC(C)(C#N)C1=CC(=CC(=C1)CN2C=NC=N2)C(C)(C)C#N. Cell line: SNB-75. Synergy scores: CSS=-0.484, Synergy_ZIP=-1.23, Synergy_Bliss=-2.84, Synergy_Loewe=-2.44, Synergy_HSA=-2.54. (9) Drug 1: C1=CC(=CC=C1C#N)C(C2=CC=C(C=C2)C#N)N3C=NC=N3. Drug 2: CNC(=O)C1=NC=CC(=C1)OC2=CC=C(C=C2)NC(=O)NC3=CC(=C(C=C3)Cl)C(F)(F)F. Cell line: M14. Synergy scores: CSS=2.30, Synergy_ZIP=-0.751, Synergy_Bliss=-2.48, Synergy_Loewe=1.63, Synergy_HSA=-3.34.